From a dataset of Catalyst prediction with 721,799 reactions and 888 catalyst types from USPTO. Predict which catalyst facilitates the given reaction. (1) Reactant: C([O:8][C:9]1[C:14]([Cl:15])=[CH:13][C:12]([C:16]2[C:24]3[C:23]([OH:25])=[C:22]([C:26]#[N:27])[C:21](=[O:28])[NH:20][C:19]=3[S:18][CH:17]=2)=[CH:11][C:10]=1[Cl:29])C1C=CC=CC=1. Product: [Cl:29][C:10]1[CH:11]=[C:12]([C:16]2[C:24]3[C:23]([OH:25])=[C:22]([C:26]#[N:27])[C:21](=[O:28])[NH:20][C:19]=3[S:18][CH:17]=2)[CH:13]=[C:14]([Cl:15])[C:9]=1[OH:8]. The catalyst class is: 844. (2) Reactant: [CH2:1]([O:7][C:8]([NH:10][C@@H:11]([C:15]([CH3:18])([CH3:17])[CH3:16])[C:12]([OH:14])=O)=[O:9])[CH2:2][CH2:3][CH2:4][CH:5]=[CH2:6].CCN(C(C)C)C(C)C.CN(C(ON1N=NC2C=CC=NC1=2)=[N+](C)C)C.F[P-](F)(F)(F)(F)F.[CH3:52][O:53][C@:54]1([C:63]2[CH:72]=[CH:71][C:70]3[C:65](=[CH:66][C:67]([CH:73]=[CH2:74])=[CH:68][CH:69]=3)[CH:64]=2)[CH2:58][NH:57][C@H:56]([C:59]([O:61][CH3:62])=[O:60])[CH2:55]1. Product: [CH2:1]([O:7][C:8]([NH:10][C@@H:11]([C:15]([CH3:18])([CH3:17])[CH3:16])[C:12]([N:57]1[CH2:58][C@:54]([O:53][CH3:52])([C:63]2[CH:72]=[CH:71][C:70]3[C:65](=[CH:66][C:67]([CH:73]=[CH2:74])=[CH:68][CH:69]=3)[CH:64]=2)[CH2:55][C@H:56]1[C:59]([O:61][CH3:62])=[O:60])=[O:14])=[O:9])[CH2:2][CH2:3][CH2:4][CH:5]=[CH2:6]. The catalyst class is: 2. (3) Product: [F:26][C:27]1[CH:28]=[CH:29][C:30]([C:33]([C:36]2[C:37]([CH2:42][N:15]([CH2:14][C:13]3[CH:12]=[CH:11][C:5]([CH2:6][NH:7][C:8](=[O:10])[CH3:9])=[CH:4][C:3]=3[CH2:2][OH:1])[CH:16]3[C:25]4[N:24]=[CH:23][CH:22]=[CH:21][C:20]=4[CH2:19][CH2:18][CH2:17]3)=[N:38][CH:39]=[CH:40][CH:41]=2)([CH3:35])[CH3:34])=[CH:31][CH:32]=1. Reactant: [OH:1][CH2:2][C:3]1[CH:4]=[C:5]([CH:11]=[CH:12][C:13]=1[CH2:14][NH:15][CH:16]1[C:25]2[N:24]=[CH:23][CH:22]=[CH:21][C:20]=2[CH2:19][CH2:18][CH2:17]1)[CH2:6][NH:7][C:8](=[O:10])[CH3:9].[F:26][C:27]1[CH:32]=[CH:31][C:30]([C:33]([C:36]2[C:37]([CH:42]=O)=[N:38][CH:39]=[CH:40][CH:41]=2)([CH3:35])[CH3:34])=[CH:29][CH:28]=1.[BH-](OC(C)=O)(OC(C)=O)OC(C)=O.[Na+]. The catalyst class is: 2. (4) Reactant: [CH3:1][C:2]1[O:6][C:5]([C:7]2[CH:12]=[CH:11][CH:10]=[CH:9][CH:8]=2)=[N:4][C:3]=1[CH2:13][CH2:14][C:15]([NH2:17])=O.COC1C=CC(P2(=S)SP(=S)(C3C=CC(OC)=CC=3)[S:27]2)=CC=1.O1CCCC1. Product: [CH3:1][C:2]1[O:6][C:5]([C:7]2[CH:12]=[CH:11][CH:10]=[CH:9][CH:8]=2)=[N:4][C:3]=1[CH2:13][CH2:14][C:15](=[S:27])[NH2:17]. The catalyst class is: 13. (5) Product: [Cl:1][C:2]1[N:7]=[CH:6][C:5]([O:8][CH2:13][C@@H:12]([NH:14][C:15](=[O:21])[O:16][C:17]([CH3:18])([CH3:20])[CH3:19])[CH3:11])=[CH:4][C:3]=1[F:9]. The catalyst class is: 247. Reactant: [Cl:1][C:2]1[N:7]=[CH:6][C:5]([OH:8])=[CH:4][C:3]=1[F:9].O[CH2:11][C@@H:12]([NH:14][C:15](=[O:21])[O:16][C:17]([CH3:20])([CH3:19])[CH3:18])[CH3:13].C1(P(C2C=CC=CC=2)C2C=CC=CC=2)C=CC=CC=1.N(C(OC(C)C)=O)=NC(OC(C)C)=O. (6) Reactant: [F:1][C:2]1[CH:7]=[CH:6][CH:5]=[CH:4][C:3]=1[C:8]1[CH:13]=[CH:12][C:11]([C:14](=[O:21])[CH2:15][CH2:16][C:17]([O:19]C)=[O:18])=[CH:10][CH:9]=1.[OH-].[Na+]. Product: [F:1][C:2]1[CH:7]=[CH:6][CH:5]=[CH:4][C:3]=1[C:8]1[CH:13]=[CH:12][C:11]([C:14](=[O:21])[CH2:15][CH2:16][C:17]([OH:19])=[O:18])=[CH:10][CH:9]=1. The catalyst class is: 83.